Dataset: Reaction yield outcomes from USPTO patents with 853,638 reactions. Task: Predict the reaction yield, written as a fraction of the theoretical maximum amount of product (1.0 means a 100% yield; for example, 0.34 means a 34% yield). (1) The reactants are [Cl:1][C:2]1[C:11]([C:12](Cl)=[O:13])=[CH:10][C:9]2[C:4](=[CH:5][CH:6]=[CH:7][CH:8]=2)[N:3]=1.[NH2:15][C:16]1[CH:17]=[CH:18][C:19]([C:22]([O:24][CH3:25])=[O:23])=[N:20][CH:21]=1.N1C=CC=CC=1.O. The catalyst is C(Cl)Cl. The product is [Cl:1][C:2]1[C:11]([C:12]([NH:15][C:16]2[CH:17]=[CH:18][C:19]([C:22]([O:24][CH3:25])=[O:23])=[N:20][CH:21]=2)=[O:13])=[CH:10][C:9]2[C:4](=[CH:5][CH:6]=[CH:7][CH:8]=2)[N:3]=1. The yield is 0.730. (2) The product is [CH:35]1([CH2:34][N:10]2[C:11]3[C:7](=[CH:6][CH:5]=[C:4]([O:3][CH2:1][CH3:2])[CH:12]=3)[CH:8]=[C:9]2[C:13]2[CH:14]=[CH:15][C:16]([N+:19]([O-:21])=[O:20])=[CH:17][CH:18]=2)[CH2:37][CH2:36]1. The reactants are [CH2:1]([O:3][C:4]1[CH:12]=[C:11]2[C:7]([CH:8]=[C:9]([C:13]3[CH:18]=[CH:17][C:16]([N+:19]([O-:21])=[O:20])=[CH:15][CH:14]=3)[NH:10]2)=[CH:6][CH:5]=1)[CH3:2].C([O-])([O-])=O.[Cs+].[Cs+].CN(C=O)C.Br[CH2:34][CH:35]1[CH2:37][CH2:36]1. The yield is 0.880. The catalyst is O.